From a dataset of Full USPTO retrosynthesis dataset with 1.9M reactions from patents (1976-2016). Predict the reactants needed to synthesize the given product. (1) Given the product [CH3:35][C:32]([O:31][C:29]([NH:28][CH2:27][C@@H:24]1[CH2:25][CH2:26][C@H:21]([C:19]([N:17]2[CH2:18][C@@H:14]([N:11]3[CH2:12][CH2:13][NH:8][CH2:9][CH2:10]3)[CH2:15][C@H:16]2[C:36]([NH:38][C:39]2[CH:40]=[CH:41][C:42]([C:43]([O:45][CH3:46])=[O:44])=[CH:47][CH:48]=2)=[O:37])=[O:20])[CH2:22][CH2:23]1)=[O:30])([CH3:33])[CH3:34], predict the reactants needed to synthesize it. The reactants are: C([N:8]1[CH2:13][CH2:12][N:11]([C@@H:14]2[CH2:18][N:17]([C:19]([C@H:21]3[CH2:26][CH2:25][C@@H:24]([CH2:27][NH:28][C:29]([O:31][C:32]([CH3:35])([CH3:34])[CH3:33])=[O:30])[CH2:23][CH2:22]3)=[O:20])[C@H:16]([C:36]([NH:38][C:39]3[CH:48]=[CH:47][C:42]([C:43]([O:45][CH3:46])=[O:44])=[CH:41][CH:40]=3)=[O:37])[CH2:15]2)[CH2:10][CH2:9]1)C1C=CC=CC=1.C([O-])=O.[NH4+]. (2) Given the product [Br:26][C:22]1[C:23]([F:25])=[CH:24][C:19]([C:13]2[C:12]3[C:17](=[CH:18][C:9]([S:8]([O:51][C:42]4[C:41]([F:40])=[C:46]([F:47])[C:45]([F:48])=[C:44]([F:49])[C:43]=4[F:50])(=[O:37])=[O:59])=[CH:10][CH:11]=3)[N:16]=[CH:15][N:14]=2)=[C:20]([O:27][CH3:28])[CH:21]=1, predict the reactants needed to synthesize it. The reactants are: C([S:8][C:9]1[CH:18]=[C:17]2[C:12]([C:13]([C:19]3[CH:24]=[C:23]([F:25])[C:22]([Br:26])=[CH:21][C:20]=3[O:27][CH3:28])=[N:14][CH:15]=[N:16]2)=[CH:11][CH:10]=1)C1C=CC=CC=1.ClN1C(C)(C)C(=[O:37])N(Cl)C1=O.[F:40][C:41]1[C:46]([F:47])=[C:45]([F:48])[C:44]([F:49])=[C:43]([F:50])[C:42]=1[OH:51].C(N(CC)CC)C.[OH2:59]. (3) Given the product [C:11]([N:18]1[CH2:19][CH2:20][C:21]2([CH2:9][C:8](=[O:10])[C:3]3[CH:4]=[CH:5][CH:6]=[CH:7][C:2]=3[O:1]2)[CH2:22][CH2:23]1)([O:13][C:14]([CH3:17])([CH3:16])[CH3:15])=[O:12], predict the reactants needed to synthesize it. The reactants are: [OH:1][C:2]1[CH:7]=[CH:6][CH:5]=[CH:4][C:3]=1[C:8](=[O:10])[CH3:9].[C:11]([N:18]1[CH2:23][CH2:22][C:21](=O)[CH2:20][CH2:19]1)([O:13][C:14]([CH3:17])([CH3:16])[CH3:15])=[O:12].CO. (4) Given the product [C:31]([O:30][C:29](=[O:35])[NH:28][C:24]1([C:21]2[CH:22]=[CH:23][C:18]([N:17]3[C:11]4=[N:12][C:13]([C:48]5[CH:49]=[CH:44][CH:45]=[C:46]([N:50]6[CH2:56][CH:55]7[O:57][CH:52]([CH2:53][CH2:54]7)[CH2:51]6)[CH:47]=5)=[CH:14][CH:15]=[C:10]4[N:9]=[C:8]3[C:7]3[C:2]([NH2:1])=[N:3][CH:4]=[CH:5][CH:6]=3)=[CH:19][CH:20]=2)[CH2:27][CH2:26][CH2:25]1)([CH3:34])([CH3:32])[CH3:33], predict the reactants needed to synthesize it. The reactants are: [NH2:1][C:2]1[C:7]([C:8]2[N:17]([C:18]3[CH:23]=[CH:22][C:21]([C:24]4([NH:28][C:29](=[O:35])[O:30][C:31]([CH3:34])([CH3:33])[CH3:32])[CH2:27][CH2:26][CH2:25]4)=[CH:20][CH:19]=3)[C:11]3=[N:12][C:13](Cl)=[CH:14][CH:15]=[C:10]3[N:9]=2)=[CH:6][CH:5]=[CH:4][N:3]=1.CC1(C)C(C)(C)OB([C:44]2[CH:45]=[C:46]([N:50]3[CH2:56][CH:55]4[O:57][CH:52]([CH2:53][CH2:54]4)[CH2:51]3)[CH:47]=[CH:48][CH:49]=2)O1.[OH-].[Na+]. (5) Given the product [C:18]([C:9]1[CH:10]=[CH:11][C:6]2[CH2:5][CH2:4][N:3]([C:12](=[O:17])[C:13]([F:16])([F:14])[F:15])[CH2:2][CH2:1][C:7]=2[CH:8]=1)(=[O:20])[CH3:19], predict the reactants needed to synthesize it. The reactants are: [CH2:1]1[C:7]2[CH:8]=[CH:9][CH:10]=[CH:11][C:6]=2[CH2:5][CH2:4][N:3]([C:12](=[O:17])[C:13]([F:16])([F:15])[F:14])[CH2:2]1.[C:18](Cl)(=[O:20])[CH3:19].[Cl-].[Al+3].[Cl-].[Cl-].